Dataset: TCR-epitope binding with 47,182 pairs between 192 epitopes and 23,139 TCRs. Task: Binary Classification. Given a T-cell receptor sequence (or CDR3 region) and an epitope sequence, predict whether binding occurs between them. (1) The epitope is NLNESLIDL. The TCR CDR3 sequence is CASGGLGHNEQFF. Result: 1 (the TCR binds to the epitope). (2) The epitope is HPKVSSEVHI. The TCR CDR3 sequence is CSAREPRGNTIYF. Result: 0 (the TCR does not bind to the epitope).